Binary Classification. Given a miRNA mature sequence and a target amino acid sequence, predict their likelihood of interaction. From a dataset of Experimentally validated miRNA-target interactions with 360,000+ pairs, plus equal number of negative samples. The miRNA is mmu-miR-466i-5p with sequence UGUGUGUGUGUGUGUGUGUG. The protein sequence of the target gene is MAGKQPPPLMKKHSQTDLVSRLKTRKILGVGGEDDDGEVHRSKISQVLGNEIKFAVREPLGLRVWQFLSAMLFSSVAIMALALPDQLYDAVFDGAEVTSKTPIRLYGGALLSISLIMWNALYTAEKVIIRWTLLTEACYFGVQSLVVTATLAETGLMSLGTVLLLASRLLFVIVSIYYYYQVGRKPKKV. Result: 1 (interaction).